This data is from Catalyst prediction with 721,799 reactions and 888 catalyst types from USPTO. The task is: Predict which catalyst facilitates the given reaction. (1) Reactant: [OH-].[Na+].Cl.[C:4](=[NH:9])(OC)[CH2:5][CH3:6].[C:10]([CH2:12][C:13]([NH:15][NH2:16])=O)#[N:11]. Product: [CH2:5]([C:4]1[NH:9][C:13]([CH2:12][C:10]#[N:11])=[N:15][N:16]=1)[CH3:6]. The catalyst class is: 5. (2) Reactant: [F:1][C:2]1[CH:3]=[C:4]([C:9]2[CH:14]=[CH:13][C:12]([C:15]([F:18])([F:17])[F:16])=[C:11]([F:19])[CH:10]=2)[CH:5]=[CH:6][C:7]=1[NH2:8].[Br:20]Br. Product: [Br:20][C:6]1[CH:5]=[C:4]([C:9]2[CH:14]=[CH:13][C:12]([C:15]([F:16])([F:17])[F:18])=[C:11]([F:19])[CH:10]=2)[CH:3]=[C:2]([F:1])[C:7]=1[NH2:8]. The catalyst class is: 15.